Dataset: Catalyst prediction with 721,799 reactions and 888 catalyst types from USPTO. Task: Predict which catalyst facilitates the given reaction. Reactant: Br[C:2]1[CH:3]=[N:4][C:5]2[C:10]([CH:11]=1)=[CH:9][C:8]([CH2:12][C:13]1[N:17]3[N:18]=[C:19]([CH3:22])[CH:20]=[CH:21][C:16]3=[N:15][N:14]=1)=[CH:7][CH:6]=2.N1CCC[C@H]1C(O)=O.C([O-])([O-])=O.[K+].[K+].[NH:37]1[CH:41]=[CH:40][N:39]=[CH:38]1. The catalyst class is: 156. Product: [N:37]1([C:2]2[CH:3]=[N:4][C:5]3[C:10]([CH:11]=2)=[CH:9][C:8]([CH2:12][C:13]2[N:17]4[N:18]=[C:19]([CH3:22])[CH:20]=[CH:21][C:16]4=[N:15][N:14]=2)=[CH:7][CH:6]=3)[CH:41]=[CH:40][N:39]=[CH:38]1.